From a dataset of Catalyst prediction with 721,799 reactions and 888 catalyst types from USPTO. Predict which catalyst facilitates the given reaction. (1) Reactant: [C:1]([C:5]1[CH:9]=[C:8]([NH:10]C(C2C=CC=CC=2)(C2C=CC=CC=2)C2C=CC=CC=2)[N:7]([CH2:30][CH:31]2[CH2:35][CH2:34][O:33][CH2:32]2)[N:6]=1)([CH3:4])([CH3:3])[CH3:2].Cl. Product: [C:1]([C:5]1[CH:9]=[C:8]([NH2:10])[N:7]([CH2:30][CH:31]2[CH2:35][CH2:34][O:33][CH2:32]2)[N:6]=1)([CH3:4])([CH3:2])[CH3:3]. The catalyst class is: 13. (2) Reactant: [Cl:1][C:2]1[CH:10]=[CH:9][CH:8]=[C:7]([Cl:11])[C:3]=1[CH:4]=[N:5][OH:6].ClN1C(=O)[CH2:16][CH2:15][C:14]1=O.CC[C:22]([O:24][C:25]([CH:27]([CH3:29])C)=[O:26])=O.C[O-].[Na+].ClC1C=CC=C(Cl)C=1C(Cl)=NO. Product: [Cl:1][C:2]1[CH:10]=[CH:9][CH:8]=[C:7]([Cl:11])[C:3]=1[C:4]1[C:27]([C:25]([O:24][CH3:22])=[O:26])=[C:29]([CH:15]([CH3:16])[CH3:14])[O:6][N:5]=1. The catalyst class is: 782. (3) Reactant: Cl[O-:2].[Na+].[C:4]1([S:10]([C:12]2[CH:20]=[CH:19][C:15]([C:16]([OH:18])=[O:17])=[CH:14][CH:13]=2)=[O:11])[CH:9]=[CH:8][CH:7]=[CH:6][CH:5]=1.Cl. Product: [C:4]1([S:10]([C:12]2[CH:20]=[CH:19][C:15]([C:16]([OH:18])=[O:17])=[CH:14][CH:13]=2)(=[O:2])=[O:11])[CH:5]=[CH:6][CH:7]=[CH:8][CH:9]=1. The catalyst class is: 3. (4) Reactant: [Cl:1][C:2]1[CH:7]=[CH:6][C:5]([CH:8]([C:35]2[CH:40]=[CH:39][C:38]([Cl:41])=[CH:37][CH:36]=2)[C:9]2[CH:10]=[C:11]3[C:16](=[CH:17][CH:18]=2)[N:15]=[CH:14][N:13]=[C:12]3[NH:19][CH:20]2[CH2:25][CH2:24][N:23]([C:26]3[CH:34]=[CH:33][C:29]([C:30]([OH:32])=O)=[CH:28][CH:27]=3)[CH2:22][CH2:21]2)=[CH:4][CH:3]=1.C[N:43](C(ON1N=NC2C=CC=NC1=2)=[N+](C)C)C.F[P-](F)(F)(F)(F)F.[NH4+].[Cl-].CCN(C(C)C)C(C)C. Product: [Cl:1][C:2]1[CH:3]=[CH:4][C:5]([CH:8]([C:35]2[CH:36]=[CH:37][C:38]([Cl:41])=[CH:39][CH:40]=2)[C:9]2[CH:10]=[C:11]3[C:16](=[CH:17][CH:18]=2)[N:15]=[CH:14][N:13]=[C:12]3[NH:19][CH:20]2[CH2:21][CH2:22][N:23]([C:26]3[CH:34]=[CH:33][C:29]([C:30]([NH2:43])=[O:32])=[CH:28][CH:27]=3)[CH2:24][CH2:25]2)=[CH:6][CH:7]=1. The catalyst class is: 434. (5) Reactant: Cl[C:2]1[CH:3]=[CH:4][C:5]([N+:14]([O-:16])=[O:15])=[C:6]([N:8]2[CH2:13][CH2:12][CH2:11][CH2:10][CH2:9]2)[CH:7]=1.[NH:17]1[CH:21]=[CH:20][N:19]=[CH:18]1.[OH-].[K+].O. Product: [N:17]1([C:2]2[CH:3]=[CH:4][C:5]([N+:14]([O-:16])=[O:15])=[C:6]([N:8]3[CH2:13][CH2:12][CH2:11][CH2:10][CH2:9]3)[CH:7]=2)[CH:21]=[CH:20][N:19]=[CH:18]1. The catalyst class is: 16.